This data is from Reaction yield outcomes from USPTO patents with 853,638 reactions. The task is: Predict the reaction yield, written as a fraction of the theoretical maximum amount of product (1.0 means a 100% yield; for example, 0.34 means a 34% yield). The reactants are [Br:1][C:2]1[C:11]([OH:12])=[CH:10][CH:9]=[C:8]2[C:3]=1[CH:4]=[CH:5][C:6]([CH3:13])=[N:7]2.[CH2:14]([O:18][CH2:19][C:20]1[CH:25]=[CH:24][CH:23]=[CH:22][CH:21]=1)[C@@H:15]1[O:17][CH2:16]1.C(N(CC)CC)C.O. The catalyst is CC(N(C)C)=O. The product is [CH2:19]([O:18][CH2:14][C@H:15]([OH:17])[CH2:16][O:12][C:11]1[C:2]([Br:1])=[C:3]2[C:8](=[CH:9][CH:10]=1)[N:7]=[C:6]([CH3:13])[CH:5]=[CH:4]2)[C:20]1[CH:25]=[CH:24][CH:23]=[CH:22][CH:21]=1. The yield is 0.730.